This data is from Reaction yield outcomes from USPTO patents with 853,638 reactions. The task is: Predict the reaction yield, written as a fraction of the theoretical maximum amount of product (1.0 means a 100% yield; for example, 0.34 means a 34% yield). (1) The reactants are ClC(Cl)(Cl)C(OC1[O:41][C@@H:40]([CH3:42])[C@@H:29]([O:30][CH2:31][C:32]2C=CC(OC)=CC=2)[C@@H:18](OCC2C=CC(OC)=CC=2)[C@@H]1OCC1C=CC(OC)=CC=1)=N.[CH3:45][O:46][C:47]1[CH:82]=[CH:81][C:50]([CH2:51][O:52][C@H:53]2[C@H:59]([O:60][CH2:61][C:62]3[CH:67]=[CH:66][C:65]([O:68][CH3:69])=[CH:64][CH:63]=3)[C@H:58]([O:70][CH2:71][C:72]3[CH:77]=[CH:76][C:75]([O:78][CH3:79])=[CH:74][CH:73]=3)[C@H:57]([CH3:80])[O:56][CH:54]2[OH:55])=[CH:49][CH:48]=1.ClC(Cl)(Cl)C#N.[H-].[Na+].CC1C(=O)C(O)=C(C)O1.[Si](OS(C(F)(F)F)(=O)=O)(C)(C)C. The catalyst is C(OCC)C. The product is [CH3:45][O:46][C:47]1[CH:48]=[CH:49][C:50]([CH2:51][O:52][C@H:53]2[C@H:59]([O:60][CH2:61][C:62]3[CH:67]=[CH:66][C:65]([O:68][CH3:69])=[CH:64][CH:63]=3)[C@H:58]([O:70][CH2:71][C:72]3[CH:73]=[CH:74][C:75]([O:78][CH3:79])=[CH:76][CH:77]=3)[C@H:57]([CH3:80])[O:56][C@H:54]2[O:55][C:42]2[C:40](=[O:41])[CH:29]([CH3:18])[O:30][C:31]=2[CH3:32])=[CH:81][CH:82]=1. The yield is 1.00. (2) The reactants are Cl.Cl[C:3]1[CH:8]=[C:7]([C:9]2[CH:14]=[CH:13][CH:12]=[C:11]([Cl:15])[CH:10]=2)[N:6]=[C:5]2[CH2:16][CH2:17][CH2:18][C:4]=12.[NH2:19][C:20]1[CH:25]=[CH:24][C:23]([CH2:26][C:27]#[N:28])=[CH:22][CH:21]=1. No catalyst specified. The product is [Cl:15][C:11]1[CH:10]=[C:9]([C:7]2[N:6]=[C:5]3[CH2:16][CH2:17][CH2:18][C:4]3=[C:3]([NH:19][C:20]3[CH:25]=[CH:24][C:23]([CH2:26][C:27]#[N:28])=[CH:22][CH:21]=3)[CH:8]=2)[CH:14]=[CH:13][CH:12]=1. The yield is 0.440. (3) The reactants are [H-].[Na+].[C:3]([C:5]1[CH:10]=[CH:9][C:8]([CH3:11])=[C:7]([OH:12])[CH:6]=1)#[N:4].[CH2:13](I)[CH3:14].O. The catalyst is CN(C=O)C. The product is [C:3]([C:5]1[CH:10]=[CH:9][C:8]([CH3:11])=[C:7]([O:12][CH2:13][CH3:14])[CH:6]=1)#[N:4]. The yield is 0.990.